From a dataset of Reaction yield outcomes from USPTO patents with 853,638 reactions. Predict the reaction yield, written as a fraction of the theoretical maximum amount of product (1.0 means a 100% yield; for example, 0.34 means a 34% yield). (1) The reactants are [CH:1]([C:3]1[CH:11]=[C:10]2[C:6]([CH:7]=[N:8][NH:9]2)=[CH:5][CH:4]=1)=[CH2:2]. The catalyst is CO.[Pd]. The product is [CH2:1]([C:3]1[CH:11]=[C:10]2[C:6]([CH:7]=[N:8][NH:9]2)=[CH:5][CH:4]=1)[CH3:2]. The yield is 0.860. (2) The reactants are [CH3:1][C@H:2]1[O:8][C:7]2[CH:9]=[CH:10][CH:11]=[CH:12][C:6]=2[NH:5][C:4](=[O:13])[C@H:3]1[NH:14]C(=O)OC(C)(C)C.C(O)(C(F)(F)F)=O. The catalyst is C(Cl)Cl. The product is [NH2:14][C@@H:3]1[C:4](=[O:13])[NH:5][C:6]2[CH:12]=[CH:11][CH:10]=[CH:9][C:7]=2[O:8][C@@H:2]1[CH3:1]. The yield is 0.960. (3) The reactants are C([O:4][CH2:5][C:6]([CH3:51])([CH3:50])[CH2:7][N:8]1[C:14]2[CH:15]=[CH:16][C:17]([Cl:19])=[CH:18][C:13]=2[C@@H:12]([C:20]2[CH:25]=[CH:24][CH:23]=[C:22]([O:26][CH3:27])[C:21]=2[O:28][CH3:29])[O:11][C@H:10]([CH2:30][C:31]([NH:33][C:34]2[CH:35]=[C:36]3[C:41](=[CH:42][CH:43]=2)[C:40]([C:44]([O:46]CC)=[O:45])=[CH:39][CH:38]=[CH:37]3)=[O:32])[C:9]1=[O:49])(=O)C.[OH-].[Na+].C(O)C. The catalyst is O. The product is [Cl:19][C:17]1[CH:16]=[CH:15][C:14]2[N:8]([CH2:7][C:6]([CH3:51])([CH3:50])[CH2:5][OH:4])[C:9](=[O:49])[C@@H:10]([CH2:30][C:31]([NH:33][C:34]3[CH:35]=[C:36]4[C:41](=[CH:42][CH:43]=3)[C:40]([C:44]([OH:46])=[O:45])=[CH:39][CH:38]=[CH:37]4)=[O:32])[O:11][C@H:12]([C:20]3[CH:25]=[CH:24][CH:23]=[C:22]([O:26][CH3:27])[C:21]=3[O:28][CH3:29])[C:13]=2[CH:18]=1. The yield is 0.330. (4) The reactants are [H-].[Na+].[I-].[CH3:4][S+](C)(C)=O.[Br:9][C:10]1[CH:19]=[CH:18][CH:17]=[C:16]2[C:11]=1[CH:12]=[CH:13][C:14](=[O:29])[N:15]2[CH2:20][C:21]1[CH:26]=[CH:25][C:24]([O:27][CH3:28])=[CH:23][CH:22]=1. The catalyst is CS(C)=O. The product is [Br:9][C:10]1[C:11]2[CH:12]3[CH2:4][CH:13]3[C:14](=[O:29])[N:15]([CH2:20][C:21]3[CH:22]=[CH:23][C:24]([O:27][CH3:28])=[CH:25][CH:26]=3)[C:16]=2[CH:17]=[CH:18][CH:19]=1. The yield is 0.450.